Task: Predict which catalyst facilitates the given reaction.. Dataset: Catalyst prediction with 721,799 reactions and 888 catalyst types from USPTO (1) Reactant: [S:1]1[CH:5]=[N:4][N:3]=[C:2]1[N:6]1[CH:10]=[CH:9][CH:8]=[C:7]1[CH:11]=O.Cl.[CH3:14][O:15][C:16]1[CH:21]=[C:20]([O:22][CH3:23])[CH:19]=[CH:18][C:17]=1[CH2:24][NH2:25].[C:26](O)(=O)[CH3:27].F[C:31](F)(F)[C:32]([O-])=O. Product: [CH3:14][O:15][C:16]1[CH:21]=[C:20]([O:22][CH3:23])[CH:19]=[CH:18][C:17]=1[CH2:24][N:25]([CH2:11][C:7]1[N:6]([C:2]2[S:1][CH:5]=[N:4][N:3]=2)[CH:10]=[CH:9][CH:8]=1)[CH2:31][C:32]1[N:6]([C:2]2[S:1][CH:5]=[N:4][N:3]=2)[CH:7]=[CH:26][CH:27]=1. The catalyst class is: 98. (2) Reactant: [CH:1]1[C:10]2[C:5](=[CH:6][CH:7]=[CH:8][CH:9]=2)[CH:4]=[CH:3][C:2]=1[S:11]([C:14]1([C:17](OC)=[O:18])[CH2:16][CH2:15]1)(=[O:13])=[O:12].C([Al]CC(C)C)C(C)C.CO.C(Cl)Cl.CCOC(C)=O. Product: [CH:1]1[C:10]2[C:5](=[CH:6][CH:7]=[CH:8][CH:9]=2)[CH:4]=[CH:3][C:2]=1[S:11]([C:14]1([CH:17]=[O:18])[CH2:15][CH2:16]1)(=[O:13])=[O:12].[CH:1]1[C:10]2[C:5](=[CH:6][CH:7]=[CH:8][CH:9]=2)[CH:4]=[CH:3][C:2]=1[S:11]([C:14]1([CH2:17][OH:18])[CH2:15][CH2:16]1)(=[O:13])=[O:12]. The catalyst class is: 2. (3) Reactant: [OH:1][C:2]1[CH:11]=[C:10]([CH2:12][O:13][C:14]2[CH:19]=[CH:18][C:17]([CH2:20][CH2:21][CH3:22])=[CH:16][C:15]=2[O:23][CH3:24])[CH:9]=[CH:8][C:3]=1[C:4](OC)=[O:5].[H-].[H-].[H-].[H-].[Li+].[Al+3].[C@H](O)(C([O-])=O)[C@@H](O)C([O-])=O.[Na+].[K+]. Product: [OH:5][CH2:4][C:3]1[CH:8]=[CH:9][C:10]([CH2:12][O:13][C:14]2[CH:19]=[CH:18][C:17]([CH2:20][CH2:21][CH3:22])=[CH:16][C:15]=2[O:23][CH3:24])=[CH:11][C:2]=1[OH:1]. The catalyst class is: 1. (4) Reactant: [CH2:1]([O:3][C:4]1[CH:5]=[CH:6][C:7]2[N:8]([C:10]([S:14]([NH2:17])(=[O:16])=[O:15])=[C:11]([CH3:13])[N:12]=2)[CH:9]=1)[CH3:2].[CH3:18][O:19][C:20]1[CH:25]=[C:24]([O:26][CH3:27])[N:23]=[C:22]([NH:28][C:29](=O)[O:30]C2C=CC=CC=2)[N:21]=1.C1CCN2C(=NCCC2)CC1.Cl. Product: [CH3:27][O:26][C:24]1[CH:25]=[C:20]([O:19][CH3:18])[N:21]=[C:22]([NH:28][C:29]([NH:17][S:14]([C:10]2[N:8]3[CH:9]=[C:4]([O:3][CH2:1][CH3:2])[CH:5]=[CH:6][C:7]3=[N:12][C:11]=2[CH3:13])(=[O:15])=[O:16])=[O:30])[N:23]=1. The catalyst class is: 47. (5) Reactant: [Br:1][C:2]1[S:3][CH:4]=[CH:5][C:6]=1[CH2:7][CH2:8][OH:9].[C:10]([Si:14](Cl)([CH3:16])[CH3:15])([CH3:13])([CH3:12])[CH3:11].N1C=CN=C1.O. Product: [Br:1][C:2]1[S:3][CH:4]=[CH:5][C:6]=1[CH2:7][CH2:8][O:9][Si:14]([C:10]([CH3:13])([CH3:12])[CH3:11])([CH3:16])[CH3:15]. The catalyst class is: 9. (6) Reactant: [C:1](Cl)(=[O:4])[CH2:2][CH3:3].[CH3:6][O:7][C:8]1[C:13]([NH2:14])=[CH:12][C:11]([CH3:15])=[C:10]([C:16]2[CH:21]=[CH:20][C:19]([O:22][C:23]([F:26])([F:25])[F:24])=[CH:18][C:17]=2[O:27][CH3:28])[N:9]=1.C(N(C(C)C)CC)(C)C. Product: [CH3:6][O:7][C:8]1[C:13]([NH:14][C:1](=[O:4])[CH2:2][CH3:3])=[CH:12][C:11]([CH3:15])=[C:10]([C:16]2[CH:21]=[CH:20][C:19]([O:22][C:23]([F:25])([F:26])[F:24])=[CH:18][C:17]=2[O:27][CH3:28])[N:9]=1. The catalyst class is: 91. (7) Reactant: C1COCC1.[CH2:6]([Si:9]([CH2:24][CH:25]=[CH2:26])([CH2:21][CH:22]=[CH2:23])[CH2:10][CH2:11][CH2:12][C:13]1[CH:20]=[CH:19][C:16]([CH:17]=[O:18])=[CH:15][CH:14]=1)[CH:7]=[CH2:8].[BH4-].[Na+].C(=O)([O-])O.[Na+]. Product: [CH2:24]([Si:9]([CH2:6][CH:7]=[CH2:8])([CH2:21][CH:22]=[CH2:23])[CH2:10][CH2:11][CH2:12][C:13]1[CH:20]=[CH:19][C:16]([CH2:17][OH:18])=[CH:15][CH:14]=1)[CH:25]=[CH2:26]. The catalyst class is: 5. (8) Reactant: [NH2:1][C:2]1[N:10]=[CH:9][C:8]([Cl:11])=[CH:7][C:3]=1[C:4]([NH2:6])=[O:5].[Br:12][CH2:13][C:14]1[CH:15]=[C:16]([CH:21]=[C:22]([Cl:24])[CH:23]=1)[C:17]([NH:19][CH3:20])=[O:18]. Product: [BrH:12].[Cl:11][C:8]1[CH:7]=[C:3]([C:4]([NH2:6])=[O:5])[C:2](=[NH:1])[N:10]([CH2:13][C:14]2[CH:15]=[C:16]([C:17]([NH:19][CH3:20])=[O:18])[CH:21]=[C:22]([Cl:24])[CH:23]=2)[CH:9]=1. The catalyst class is: 42. (9) Product: [Br:20][CH2:2][C:3]1[CH:4]=[C:5]([C:14]([O:16][CH2:17][CH3:18])=[O:15])[CH:6]=[C:7]([CH:13]=1)[C:8]([O:10][CH2:11][CH3:12])=[O:9]. The catalyst class is: 1. Reactant: O[CH2:2][C:3]1[CH:4]=[C:5]([C:14]([O:16][CH2:17][CH3:18])=[O:15])[CH:6]=[C:7]([CH:13]=1)[C:8]([O:10][CH2:11][CH3:12])=[O:9].P(Br)(Br)[Br:20].C(Cl)Cl. (10) Reactant: [CH3:1][C:2]1[N:3]=[C:4]([C:9]2[CH:14]=[CH:13][C:12]([C:15]([F:18])([F:17])[F:16])=[CH:11][CH:10]=2)[S:5][C:6]=1[CH2:7]O.CS([Cl:23])(=O)=O. Product: [Cl:23][CH2:7][C:6]1[S:5][C:4]([C:9]2[CH:14]=[CH:13][C:12]([C:15]([F:18])([F:17])[F:16])=[CH:11][CH:10]=2)=[N:3][C:2]=1[CH3:1]. The catalyst class is: 2.